Dataset: Catalyst prediction with 721,799 reactions and 888 catalyst types from USPTO. Task: Predict which catalyst facilitates the given reaction. (1) Reactant: CNC(C/C=C/C1C=NC=C(OC(C)C)C=1)C.CN(C(OC(C)(C)C)=O)C(CC=C)C.Br[C:33]1[CH:34]=[C:35]([O:39]C(C)C)[CH:36]=N[CH:38]=1.BrC1C=NC=C(C=1)C(O)=O.CC(O)CC=C.[C:59]1([CH3:69])[CH:64]=[CH:63][C:62]([S:65](Cl)(=[O:67])=[O:66])=[CH:61][CH:60]=1. Product: [C:59]1([CH3:69])[CH:64]=[CH:63][C:62]([S:65]([O:39][CH:35]([CH2:34][CH:33]=[CH2:38])[CH3:36])(=[O:67])=[O:66])=[CH:61][CH:60]=1. The catalyst class is: 17. (2) Reactant: [C:1]([N:3]=[C:4]([NH2:6])[NH2:5])#[N:2].[P:7](=[O:11])([OH:10])([OH:9])[OH:8]. Product: [P:7]([OH:11])([OH:10])([OH:9])=[O:8].[C:4]([NH:3][C:1]([NH2:2])=[O:8])(=[NH:6])[NH2:5]. The catalyst class is: 6. (3) Reactant: [C:1]([O:5][C:6]([NH:8][C@@H:9]([CH2:15]I)[CH2:10][C:11]([O:13][CH3:14])=[O:12])=[O:7])([CH3:4])([CH3:3])[CH3:2].I[C:18]1[CH:19]=[C:20]([CH:22]=[CH:23][C:24]=1[CH3:25])[NH2:21].C1(C)C=CC=CC=1P(C1C=CC=CC=1C)C1C=CC=CC=1C. Product: [NH2:21][C:20]1[CH:19]=[CH:18][C:24]([CH3:25])=[C:23]([CH2:15][C@H:9]([NH:8][C:6]([O:5][C:1]([CH3:4])([CH3:3])[CH3:2])=[O:7])[CH2:10][C:11]([O:13][CH3:14])=[O:12])[CH:22]=1. The catalyst class is: 401. (4) Reactant: [OH:1][CH:2]1[CH2:5][N:4]([C:6]([O:8][C:9]([CH3:12])(C)C)=[O:7])[CH2:3]1.N1[CH:17]=[CH:16]N=C1.[Si:18](Cl)([C:31]([CH3:34])([CH3:33])[CH3:32])([C:25]1[CH:30]=[CH:29][CH:28]=[CH:27][CH:26]=1)[C:19]1[CH:24]=[CH:23][CH:22]=[CH:21][CH:20]=1.O. Product: [Si:18]([O:1][CH:2]1[CH2:3][N:4]([C:6]([O:8][CH2:9][CH2:12][CH2:16][CH3:17])=[O:7])[CH2:5]1)([C:31]([CH3:34])([CH3:33])[CH3:32])([C:25]1[CH:26]=[CH:27][CH:28]=[CH:29][CH:30]=1)[C:19]1[CH:24]=[CH:23][CH:22]=[CH:21][CH:20]=1. The catalyst class is: 3. (5) Reactant: [CH3:1][N:2]1[C:6]([C:7]([OH:9])=O)=[CH:5][N:4]=[CH:3]1.S(Cl)(Cl)=O.[Br:14][C:15]1[CH:21]=[C:20]([Cl:22])[CH:19]=[CH:18][C:16]=1[NH2:17]. Product: [Br:14][C:15]1[CH:21]=[C:20]([Cl:22])[CH:19]=[CH:18][C:16]=1[NH:17][C:7]([C:6]1[N:2]([CH3:1])[CH:3]=[N:4][CH:5]=1)=[O:9]. The catalyst class is: 4. (6) Reactant: Cl[C:2]1[C:7]([C:8]([C:10]2[CH:14]=[CH:13][NH:12][CH:11]=2)=O)=[CH:6][CH:5]=[C:4]([Cl:15])[N:3]=1.O.[NH2:17][NH2:18]. Product: [Cl:15][C:4]1[N:3]=[C:2]2[NH:17][N:18]=[C:8]([C:10]3[CH:14]=[CH:13][NH:12][CH:11]=3)[C:7]2=[CH:6][CH:5]=1. The catalyst class is: 8. (7) Reactant: [Cl:1][C:2]1[N:7]=[C:6]([O:8][C:9]2[CH:10]=[C:11]3[C:15](=[CH:16][CH:17]=2)[NH:14][N:13]=[CH:12]3)[CH:5]=[CH:4][N:3]=1.[CH3:18][C:19]([O:22][C:23](O[C:23]([O:22][C:19]([CH3:21])([CH3:20])[CH3:18])=[O:24])=[O:24])([CH3:21])[CH3:20]. Product: [Cl:1][C:2]1[N:7]=[C:6]([O:8][C:9]2[CH:10]=[C:11]3[C:15](=[CH:16][CH:17]=2)[N:14]([C:23]([O:22][C:19]([CH3:21])([CH3:20])[CH3:18])=[O:24])[N:13]=[CH:12]3)[CH:5]=[CH:4][N:3]=1. The catalyst class is: 79.